Dataset: Catalyst prediction with 721,799 reactions and 888 catalyst types from USPTO. Task: Predict which catalyst facilitates the given reaction. (1) Reactant: [CH3:1][C:2]1[S:3][C:4]2[C:10](=O)[C:9](=[CH:12][N:13]3[CH2:18]COCC3)[CH2:8][CH2:7][C:5]=2[N:6]=1.[N+:19]([O-])(O)=O.[C:23]1([NH:29]C(N)=N)[CH:28]=[CH:27][CH:26]=[CH:25][CH:24]=1.[OH-].[Na+]. Product: [CH3:1][C:2]1[S:3][C:4]2[C:10]3[N:19]=[C:18]([NH:29][C:23]4[CH:28]=[CH:27][CH:26]=[CH:25][CH:24]=4)[N:13]=[CH:12][C:9]=3[CH2:8][CH2:7][C:5]=2[N:6]=1. The catalyst class is: 141. (2) Reactant: [OH:1][C:2]1[C:10]2[C:9]3[C:11]([OH:16])=[CH:12][C:13]([OH:15])=[CH:14][C:8]=3[O:7][C:6]=2[CH:5]=[C:4]([OH:17])[CH:3]=1.[Cl-].[Cl-].[Cl-].[Al+3].C(Cl)(Cl)Cl.[C:26](Cl)(=[O:31])[CH2:27][CH:28]([CH3:30])[CH3:29]. Product: [OH:1][C:2]1[C:10]2[C:9]3[C:11]([OH:16])=[CH:12][C:13]([OH:15])=[C:14]([C:26](=[O:31])[CH2:27][CH:28]([CH3:30])[CH3:29])[C:8]=3[O:7][C:6]=2[CH:5]=[C:4]([OH:17])[C:3]=1[C:2](=[O:1])[CH2:10][CH:9]([CH3:11])[CH3:8]. The catalyst class is: 534.